Dataset: Forward reaction prediction with 1.9M reactions from USPTO patents (1976-2016). Task: Predict the product of the given reaction. The product is: [CH2:1]([C:8]1[NH:9][C:10](=[O:18])[C:11]([C:16]#[N:17])=[C:12]([N:19]2[CH2:24][CH2:23][CH2:22][CH2:21][CH2:20]2)[N:13]=1)[C:2]1[CH:7]=[CH:6][CH:5]=[CH:4][CH:3]=1. Given the reactants [CH2:1]([C:8]1[NH:9][C:10](=[O:18])[C:11]([C:16]#[N:17])=[C:12](SC)[N:13]=1)[C:2]1[CH:7]=[CH:6][CH:5]=[CH:4][CH:3]=1.[NH:19]1[CH2:24][CH2:23][CH2:22][CH2:21][CH2:20]1, predict the reaction product.